From a dataset of Forward reaction prediction with 1.9M reactions from USPTO patents (1976-2016). Predict the product of the given reaction. Given the reactants CCC1C=CC(=O)[C:5]2=C[C:7]3[CH2:25][N:24]4[C:10](=[CH:11][C:12]5[C@@](O)(CC)C(=O)OC[C:13]=5[C:22]4=O)[C:8]=3[NH:9][C:4]=12.[CH2:30]([Cl:32])Cl.C(N)(=[O:35])C.N1C=CC=CC=1, predict the reaction product. The product is: [N:24]1([CH:25]2[CH2:5][CH2:4][N:9]([C:30]([Cl:32])=[O:35])[CH2:8][CH2:7]2)[CH2:22][CH2:13][CH2:12][CH2:11][CH2:10]1.